This data is from Forward reaction prediction with 1.9M reactions from USPTO patents (1976-2016). The task is: Predict the product of the given reaction. (1) Given the reactants [CH3:1][NH:2][C:3]1[CH:12]=[C:11]2[C:6]([CH:7]=[CH:8][C:9](=[O:16])[N:10]2[CH2:13][CH:14]=O)=[N:5][CH:4]=1.[O:17]1[C:26]2[CH:25]=[C:24]([CH2:27][N:28]([CH:36]3[CH2:41][CH2:40][NH:39][CH2:38][CH2:37]3)[C:29](=[O:35])[O:30][C:31]([CH3:34])([CH3:33])[CH3:32])[N:23]=[CH:22][C:21]=2[O:20][CH2:19][CH2:18]1.C(O[BH-](OC(=O)C)OC(=O)C)(=O)C.[Na+].C(=O)([O-])O.[Na+], predict the reaction product. The product is: [O:17]1[C:26]2[CH:25]=[C:24]([CH2:27][N:28]([CH:36]3[CH2:41][CH2:40][N:39]([CH2:14][CH2:13][N:10]4[C:11]5[C:6](=[N:5][CH:4]=[C:3]([NH:2][CH3:1])[CH:12]=5)[CH:7]=[CH:8][C:9]4=[O:16])[CH2:38][CH2:37]3)[C:29](=[O:35])[O:30][C:31]([CH3:34])([CH3:33])[CH3:32])[N:23]=[CH:22][C:21]=2[O:20][CH2:19][CH2:18]1. (2) The product is: [Br:1][C:2]1[CH:3]=[C:4]([C:26]([CH3:29])([CH3:28])[CH3:27])[C:5]([O:24][CH3:25])=[C:6]([CH2:8][C:9]([C:13]2[CH:18]=[CH:17][C:16]([NH:19][S:20]([CH3:23])(=[O:22])=[O:21])=[CH:15][CH:14]=2)([CH2:11][OH:12])[CH3:10])[CH:7]=1. Given the reactants [Br:1][C:2]1[CH:3]=[C:4]([C:26]([CH3:29])([CH3:28])[CH3:27])[C:5]([O:24][CH3:25])=[C:6]([CH2:8][C:9]([C:13]2[CH:18]=[CH:17][C:16]([NH:19][S:20]([CH3:23])(=[O:22])=[O:21])=[CH:15][CH:14]=2)([CH:11]=[O:12])[CH3:10])[CH:7]=1.[BH4-].[Na+], predict the reaction product. (3) The product is: [CH2:1]([O:3][C:4]([C:6]1[CH:10]=[N:9][N:8]([CH3:11])[C:7]=1[C:12](=[O:14])[NH:55][C:52]1[CH:53]=[CH:54][N:49]2[N:48]=[C:47]([C:43]3[CH:44]=[CH:45][CH:46]=[C:41]([O:40][CH3:39])[CH:42]=3)[N:56]=[C:50]2[CH:51]=1)=[O:5])[CH3:2]. Given the reactants [CH2:1]([O:3][C:4]([C:6]1[CH:10]=[N:9][N:8]([CH3:11])[C:7]=1[C:12]([OH:14])=O)=[O:5])[CH3:2].CN(C(ON1N=NC2C=CC=NC1=2)=[N+](C)C)C.F[P-](F)(F)(F)(F)F.[CH3:39][O:40][C:41]1[CH:42]=[C:43]([C:47]2[N:56]=[C:50]3[CH:51]=[C:52]([NH2:55])[CH:53]=[CH:54][N:49]3[N:48]=2)[CH:44]=[CH:45][CH:46]=1.CCN(C(C)C)C(C)C, predict the reaction product. (4) Given the reactants [F:1][C:2]([F:19])([F:18])[C:3](=[O:17])[CH2:4][C:5]([C:8]1[CH:13]=[C:12]([Br:14])[CH:11]=[CH:10][C:9]=1[O:15][CH3:16])([CH3:7])[CH3:6].[CH3:20]S(C)=O, predict the reaction product. The product is: [Br:14][C:12]1[CH:11]=[CH:10][C:9]([O:15][CH3:16])=[C:8]([C:5]([CH3:7])([CH3:6])[CH2:4][C:3]2([C:2]([F:1])([F:18])[F:19])[CH2:20][O:17]2)[CH:13]=1.